Dataset: Catalyst prediction with 721,799 reactions and 888 catalyst types from USPTO. Task: Predict which catalyst facilitates the given reaction. (1) Reactant: [H-].[Na+].[OH:3][C:4]1[CH:9]=[CH:8][C:7]([CH2:10][C:11]([OH:13])=[O:12])=[CH:6][CH:5]=1.[CH2:14](Br)[C:15]1[CH:20]=[CH:19][CH:18]=[CH:17][CH:16]=1. Product: [OH:3][C:4]1[CH:5]=[CH:6][C:7]([CH2:10][C:11]([O:13][CH2:14][C:15]2[CH:20]=[CH:19][CH:18]=[CH:17][CH:16]=2)=[O:12])=[CH:8][CH:9]=1. The catalyst class is: 18. (2) Reactant: [CH2:1]([O:8][C:9]1[CH:14]=[CH:13][C:12]([N:15]([CH2:30][CH:31]=[C:32]([CH3:34])[CH3:33])[CH2:16][C:17]([NH:20][C:21](=[O:29])[C@@H:22]([NH:27][CH3:28])[CH2:23][CH:24]([CH3:26])[CH3:25])([CH3:19])[CH3:18])=[CH:11][CH:10]=1)[C:2]1[CH:7]=[CH:6][CH:5]=[CH:4][CH:3]=1.[CH:35](N(C(C)C)CC)(C)C.BrC[CH:46]=[C:47]([CH3:49])[CH3:48]. Product: [CH2:1]([O:8][C:9]1[CH:14]=[CH:13][C:12]([N:15]([CH2:30][CH:31]=[C:32]([CH3:33])[CH3:34])[CH2:16][C:17]([NH:20][C:21](=[O:29])[C@@H:22]([N:27]([CH3:35])[CH2:28][CH:46]=[C:47]([CH3:49])[CH3:48])[CH2:23][CH:24]([CH3:26])[CH3:25])([CH3:19])[CH3:18])=[CH:11][CH:10]=1)[C:2]1[CH:3]=[CH:4][CH:5]=[CH:6][CH:7]=1. The catalyst class is: 1. (3) Reactant: [C:1]1([CH3:8])[C:6]([OH:7])=[CH:5][CH:4]=[CH:3][CH:2]=1.IC1C=CC=CC=1.I[C:17]1[CH:22]=[CH:21][CH:20]=[CH:19][C:18]=1[CH3:23].C(#N)C. Product: [C:1]1([CH3:8])[C:6]([O:7][C:17]2[CH:22]=[CH:21][CH:20]=[CH:19][C:18]=2[CH3:23])=[CH:5][CH:4]=[CH:3][CH:2]=1. The catalyst class is: 3.